Dataset: Catalyst prediction with 721,799 reactions and 888 catalyst types from USPTO. Task: Predict which catalyst facilitates the given reaction. (1) Reactant: [F:1][C:2]1[CH:7]=[CH:6][C:5]([N:8]2[C:12](=[O:13])[CH2:11][CH:10]([C:14](OCC)=[O:15])[CH2:9]2)=[CH:4][CH:3]=1.[Cl-].[Li+].[BH4-].[Na+]. Product: [F:1][C:2]1[CH:7]=[CH:6][C:5]([N:8]2[CH2:9][CH:10]([CH2:14][OH:15])[CH2:11][C:12]2=[O:13])=[CH:4][CH:3]=1. The catalyst class is: 8. (2) Reactant: [CH3:1][C:2]1[CH:7]=[C:6]([NH:8][C:9]2[CH:14]=[CH:13][C:12]([C:15]([F:18])([F:17])[F:16])=[CH:11][CH:10]=2)[N:5]2[N:19]=[C:20](S(C)(=O)=O)[N:21]=[C:4]2[N:3]=1.[O-:26][CH2:27][CH3:28].[Na+]. Product: [CH2:27]([O:26][C:20]1[N:21]=[C:4]2[N:3]=[C:2]([CH3:1])[CH:7]=[C:6]([NH:8][C:9]3[CH:14]=[CH:13][C:12]([C:15]([F:18])([F:17])[F:16])=[CH:11][CH:10]=3)[N:5]2[N:19]=1)[CH3:28]. The catalyst class is: 8. (3) Reactant: [CH3:1][O:2][C:3]1[CH:4]=[C:5]([CH:9]=[CH:10][C:11]=1[CH3:12])[C:6](O)=[O:7].[H-].[H-].[H-].[H-].[Li+].[Al+3].O.[OH-].[Na+]. Product: [CH3:1][O:2][C:3]1[CH:4]=[C:5]([CH2:6][OH:7])[CH:9]=[CH:10][C:11]=1[CH3:12]. The catalyst class is: 1.